Regression. Given two drug SMILES strings and cell line genomic features, predict the synergy score measuring deviation from expected non-interaction effect. From a dataset of NCI-60 drug combinations with 297,098 pairs across 59 cell lines. (1) Drug 1: CC1=C(C(=CC=C1)Cl)NC(=O)C2=CN=C(S2)NC3=CC(=NC(=N3)C)N4CCN(CC4)CCO. Drug 2: CN(CCCl)CCCl.Cl. Cell line: OVCAR-5. Synergy scores: CSS=23.7, Synergy_ZIP=-8.25, Synergy_Bliss=-3.13, Synergy_Loewe=-0.300, Synergy_HSA=2.29. (2) Drug 1: C1C(C(OC1N2C=NC3=C(N=C(N=C32)Cl)N)CO)O. Drug 2: C1=NNC2=C1C(=O)NC=N2. Cell line: SW-620. Synergy scores: CSS=40.0, Synergy_ZIP=-1.20, Synergy_Bliss=-1.43, Synergy_Loewe=-41.5, Synergy_HSA=-2.47. (3) Drug 1: C1CCC(C(C1)N)N.C(=O)(C(=O)[O-])[O-].[Pt+4]. Drug 2: N.N.Cl[Pt+2]Cl. Cell line: KM12. Synergy scores: CSS=22.7, Synergy_ZIP=-5.51, Synergy_Bliss=2.64, Synergy_Loewe=-9.16, Synergy_HSA=1.74. (4) Drug 1: CN(CC1=CN=C2C(=N1)C(=NC(=N2)N)N)C3=CC=C(C=C3)C(=O)NC(CCC(=O)O)C(=O)O. Drug 2: C(CC(=O)O)C(=O)CN.Cl. Cell line: RPMI-8226. Synergy scores: CSS=61.5, Synergy_ZIP=0.472, Synergy_Bliss=-1.38, Synergy_Loewe=-1.51, Synergy_HSA=2.95. (5) Drug 1: CN1CCC(CC1)COC2=C(C=C3C(=C2)N=CN=C3NC4=C(C=C(C=C4)Br)F)OC. Drug 2: C1=NC(=NC(=O)N1C2C(C(C(O2)CO)O)O)N. Cell line: MOLT-4. Synergy scores: CSS=13.0, Synergy_ZIP=-3.45, Synergy_Bliss=2.62, Synergy_Loewe=-0.800, Synergy_HSA=2.54. (6) Drug 1: CCC1=CC2CC(C3=C(CN(C2)C1)C4=CC=CC=C4N3)(C5=C(C=C6C(=C5)C78CCN9C7C(C=CC9)(C(C(C8N6C)(C(=O)OC)O)OC(=O)C)CC)OC)C(=O)OC.C(C(C(=O)O)O)(C(=O)O)O. Drug 2: C1C(C(OC1N2C=NC3=C2NC=NCC3O)CO)O. Cell line: SF-295. Synergy scores: CSS=31.2, Synergy_ZIP=-11.3, Synergy_Bliss=-5.12, Synergy_Loewe=-52.3, Synergy_HSA=-3.40. (7) Drug 1: C1CC(CCC1OC2=C(C(=CC=C2)Cl)F)(CC3=NC(=CC=C3)NC4=NC=CS4)C(=O)O. Drug 2: CC1=C(C(=CC=C1)Cl)NC(=O)C2=CN=C(S2)NC3=CC(=NC(=N3)C)N4CCN(CC4)CCO. Cell line: NCI-H460. Synergy scores: CSS=26.8, Synergy_ZIP=1.41, Synergy_Bliss=-1.57, Synergy_Loewe=-9.48, Synergy_HSA=1.29.